Dataset: Full USPTO retrosynthesis dataset with 1.9M reactions from patents (1976-2016). Task: Predict the reactants needed to synthesize the given product. (1) The reactants are: [NH2:1][C:2]1[C:3]([NH:23][C@@H:24]2[CH2:29][CH2:28][CH2:27][N:26]([C:30]([O:32][C:33]([CH3:36])([CH3:35])[CH3:34])=[O:31])[CH2:25]2)=[N:4][CH:5]=[N:6][C:7]=1[N:8]([CH2:16][C:17]1[CH:22]=[CH:21][CH:20]=[CH:19][CH:18]=1)[CH2:9][C:10]1[CH:15]=[CH:14][CH:13]=[CH:12][CH:11]=1.Cl[C:38](Cl)([O:40]C(=O)OC(Cl)(Cl)Cl)Cl. Given the product [CH2:16]([N:8]([CH2:9][C:10]1[CH:11]=[CH:12][CH:13]=[CH:14][CH:15]=1)[C:7]1[N:6]=[CH:5][N:4]=[C:3]2[C:2]=1[NH:1][C:38](=[O:40])[N:23]2[C@@H:24]1[CH2:29][CH2:28][CH2:27][N:26]([C:30]([O:32][C:33]([CH3:36])([CH3:35])[CH3:34])=[O:31])[CH2:25]1)[C:17]1[CH:22]=[CH:21][CH:20]=[CH:19][CH:18]=1, predict the reactants needed to synthesize it. (2) Given the product [CH3:1][O:2][C:3](=[O:12])[C:4]1[CH:9]=[CH:8][C:7]([C:30]#[N:31])=[C:6]([Br:11])[CH:5]=1, predict the reactants needed to synthesize it. The reactants are: [CH3:1][O:2][C:3](=[O:12])[C:4]1[CH:9]=[CH:8][C:7](N)=[C:6]([Br:11])[CH:5]=1.N(OC(C)(C)C)=O.B(F)(F)F.CCOCC.[Cu][C:30]#[N:31].[C-]#N.[Na+]. (3) Given the product [NH2:1][C:2]1[C:7]([C:8]2[CH:9]=[C:10]([NH:16][C:17]([NH2:19])=[O:18])[CH:11]=[C:12]([OH:14])[CH:13]=2)=[C:6]([NH:20][C@H:21]([C:23]2[N:28]([C:29]3[CH:34]=[CH:33][CH:32]=[CH:31][CH:30]=3)[C:27](=[O:35])[C:26]3=[C:36]([CH3:39])[CH:37]=[CH:38][N:25]3[N:24]=2)[CH3:22])[N:5]=[CH:4][N:3]=1, predict the reactants needed to synthesize it. The reactants are: [NH2:1][C:2]1[C:7]([C:8]2[CH:9]=[C:10]([NH:16][C:17]([NH2:19])=[O:18])[CH:11]=[C:12]([O:14]C)[CH:13]=2)=[C:6]([NH:20][C@H:21]([C:23]2[N:28]([C:29]3[CH:34]=[CH:33][CH:32]=[CH:31][CH:30]=3)[C:27](=[O:35])[C:26]3=[C:36]([CH3:39])[CH:37]=[CH:38][N:25]3[N:24]=2)[CH3:22])[N:5]=[CH:4][N:3]=1.B(Br)(Br)Br. (4) Given the product [CH:10]([C@@H:12]1[CH2:17][CH2:16][CH2:15][CH2:14][N:13]1[C:18]([O:20][C:21]([CH3:24])([CH3:23])[CH3:22])=[O:19])=[O:11], predict the reactants needed to synthesize it. The reactants are: [H-].[H-].[H-].[H-].[Li+].[Al+3].CON(C)[C:10]([C@@H:12]1[CH2:17][CH2:16][CH2:15][CH2:14][N:13]1[C:18]([O:20][C:21]([CH3:24])([CH3:23])[CH3:22])=[O:19])=[O:11].